From a dataset of Forward reaction prediction with 1.9M reactions from USPTO patents (1976-2016). Predict the product of the given reaction. Given the reactants Br[C:2]1[N:7]=[CH:6][C:5]([C:8]([N:10]2[CH2:15][CH2:14][N:13]([C:16]3[CH:21]=[CH:20][C:19]([CH3:22])=[CH:18][C:17]=3[CH3:23])[CH2:12][CH2:11]2)=[O:9])=[CH:4][CH:3]=1.[C:24]1([C@@H:30]2[CH2:34][O:33][C:32](=[O:35])[NH:31]2)[CH:29]=[CH:28][CH:27]=[CH:26][CH:25]=1, predict the reaction product. The product is: [CH3:23][C:17]1[CH:18]=[C:19]([CH3:22])[CH:20]=[CH:21][C:16]=1[N:13]1[CH2:14][CH2:15][N:10]([C:8]([C:5]2[CH:4]=[CH:3][C:2]([N:31]3[C@H:30]([C:24]4[CH:29]=[CH:28][CH:27]=[CH:26][CH:25]=4)[CH2:34][O:33][C:32]3=[O:35])=[N:7][CH:6]=2)=[O:9])[CH2:11][CH2:12]1.